From a dataset of Full USPTO retrosynthesis dataset with 1.9M reactions from patents (1976-2016). Predict the reactants needed to synthesize the given product. (1) Given the product [Cl:68][C:58]1[S:57][C:56]([NH:55][C:35](=[O:37])[C@@H:34]([CH2:33][C:28]2[CH:29]=[CH:30][C:31]([F:32])=[C:26]([F:25])[CH:27]=2)[CH2:38][NH:39][C:40](=[O:41])[O:42][CH2:43][C:44]2[CH:49]=[CH:48][CH:47]=[CH:46][CH:45]=2)=[CH:60][C:59]=1[C:61]1[N:65]([CH3:66])[N:64]=[CH:63][C:62]=1[Cl:67], predict the reactants needed to synthesize it. The reactants are: F[P-](F)(F)(F)(F)F.Br[P+](N1CCCC1)(N1CCCC1)N1CCCC1.[F:25][C:26]1[CH:27]=[C:28]([CH2:33][C@@H:34]([CH2:38][NH:39][C:40]([O:42][CH2:43][C:44]2[CH:49]=[CH:48][CH:47]=[CH:46][CH:45]=2)=[O:41])[C:35]([OH:37])=O)[CH:29]=[CH:30][C:31]=1[F:32].NCC(CC1C=CC=CC=1)C([NH:55][C:56]1[S:57][C:58]([Cl:68])=[C:59]([C:61]2[N:65]([CH3:66])[N:64]=[CH:63][C:62]=2[Cl:67])[CH:60]=1)=O.C(N(CC)C(C)C)(C)C. (2) Given the product [CH3:44][Si:42]([CH3:45])([CH3:43])[CH2:41][CH2:40][O:39][CH2:38][N:7]([CH2:6][O:5][CH2:4][CH2:3][Si:2]([CH3:46])([CH3:47])[CH3:1])[C:8]1[N:13]2[N:14]=[CH:15][C:16]([C:17]3[CH:18]=[N:19][C:20]([C:23]4[CH:28]=[CH:27][CH:26]=[CH:25][CH:24]=4)=[CH:21][CH:22]=3)=[C:12]2[N:11]=[C:10]([CH:29]2[CH2:34][CH2:33][C:32]([CH2:36][NH:57][S:54]([CH3:53])(=[O:56])=[O:55])([OH:35])[CH2:31][CH2:30]2)[CH:9]=1, predict the reactants needed to synthesize it. The reactants are: [CH3:1][Si:2]([CH3:47])([CH3:46])[CH2:3][CH2:4][O:5][CH2:6][N:7]([CH2:38][O:39][CH2:40][CH2:41][Si:42]([CH3:45])([CH3:44])[CH3:43])[C:8]1[N:13]2[N:14]=[CH:15][C:16]([C:17]3[CH:18]=[N:19][C:20]([C:23]4[CH:28]=[CH:27][CH:26]=[CH:25][CH:24]=4)=[CH:21][CH:22]=3)=[C:12]2[N:11]=[C:10]([CH:29]2[CH2:34][CH2:33][C:32]([CH2:36]O)([OH:35])[CH2:31][CH2:30]2)[CH:9]=1.CS(Cl)(=O)=O.[CH3:53][S:54]([NH2:57])(=[O:56])=[O:55].[H-].[Na+].[NH4+].[Cl-]. (3) Given the product [OH:22][CH2:21][CH2:20][O:19][CH2:18][CH2:17][S:16][CH2:15][CH2:14][C@H:13]1[CH2:12][NH:11][CH2:10][C@@H:9]1[OH:8], predict the reactants needed to synthesize it. The reactants are: FC(F)(F)C(O)=O.[OH:8][C@@H:9]1[C@@H:13]([CH2:14][CH2:15][S:16][CH2:17][CH2:18][O:19][CH2:20][CH2:21][OH:22])[CH2:12][N:11](C(OC(C)(C)C)=O)[CH2:10]1. (4) Given the product [Br:1][C:2]1[CH:3]=[CH:4][C:5]([C:8]([CH:10]2[CH2:11][CH:12]3[S:18][CH:16]([CH2:15][CH2:14][CH2:13]3)[CH2:17]2)=[O:9])=[CH:6][CH:7]=1, predict the reactants needed to synthesize it. The reactants are: [Br:1][C:2]1[CH:7]=[CH:6][C:5]([CH:8]([CH:10]2[CH2:17][CH:16]3[S:18][CH:12]([CH2:13][CH2:14][CH2:15]3)[CH2:11]2)[OH:9])=[CH:4][CH:3]=1. (5) Given the product [O:3]1[C:7]2[CH:8]=[CH:9][CH:10]=[CH:11][C:6]=2[N:5]=[C:4]1[C:12]1[N:22]=[CH:21][CH:20]=[CH:19][C:13]=1[C:14]([OH:16])=[O:15], predict the reactants needed to synthesize it. The reactants are: [OH-].[Na+].[O:3]1[C:7]2[CH:8]=[CH:9][CH:10]=[CH:11][C:6]=2[N:5]=[C:4]1[C:12]1[N:22]=[CH:21][CH:20]=[CH:19][C:13]=1[C:14]([O:16]CC)=[O:15]. (6) The reactants are: C([O:3][C:4](=[O:45])[CH2:5][CH2:6][CH2:7][O:8][C:9]1[CH:14]=[CH:13][CH:12]=[C:11]([CH2:15][CH2:16][CH2:17][CH2:18][CH2:19][CH2:20][O:21][C:22]2[CH:27]=[C:26]([C:28]3[CH:33]=[CH:32][N:31]=[CH:30][N:29]=3)[CH:25]=[C:24]([S:34]([CH3:37])(=[O:36])=[O:35])[CH:23]=2)[C:10]=1[CH2:38][CH2:39][C:40]([O:42]CC)=[O:41])C.[OH-].[Na+]. Given the product [C:40]([CH2:39][CH2:38][C:10]1[C:11]([CH2:15][CH2:16][CH2:17][CH2:18][CH2:19][CH2:20][O:21][C:22]2[CH:27]=[C:26]([C:28]3[CH:33]=[CH:32][N:31]=[CH:30][N:29]=3)[CH:25]=[C:24]([S:34]([CH3:37])(=[O:36])=[O:35])[CH:23]=2)=[CH:12][CH:13]=[CH:14][C:9]=1[O:8][CH2:7][CH2:6][CH2:5][C:4]([OH:45])=[O:3])([OH:42])=[O:41], predict the reactants needed to synthesize it. (7) Given the product [C:21]12([C:26]([O:28][CH3:1])=[O:27])[CH2:24][CH2:25][C:18]([C:16]([O:15][CH2:8][C:9]3[CH:14]=[CH:13][CH:12]=[CH:11][CH:10]=3)=[O:17])([CH2:23][CH2:22]1)[CH2:19][O:20]2, predict the reactants needed to synthesize it. The reactants are: [CH3:1][Si](C=[N+]=[N-])(C)C.[CH2:8]([O:15][C:16]([C:18]12[CH2:25][CH2:24][C:21]([C:26]([OH:28])=[O:27])([CH2:22][CH2:23]1)[O:20][CH2:19]2)=[O:17])[C:9]1[CH:14]=[CH:13][CH:12]=[CH:11][CH:10]=1.